Dataset: CYP3A4 inhibition data for predicting drug metabolism from PubChem BioAssay. Task: Regression/Classification. Given a drug SMILES string, predict its absorption, distribution, metabolism, or excretion properties. Task type varies by dataset: regression for continuous measurements (e.g., permeability, clearance, half-life) or binary classification for categorical outcomes (e.g., BBB penetration, CYP inhibition). Dataset: cyp3a4_veith. (1) The compound is COc1cc2c(cc1C(F)(F)F)N(C(=O)Nc1cc(F)cc(-c3cccnc3)c1)CC2. The result is 1 (inhibitor). (2) The compound is COc1ncc2nc(-c3cccc(C#N)c3)c(=O)n(CCC#N)c2n1. The result is 1 (inhibitor). (3) The drug is C(/C=C/c1ccco1)=N/N1CCN(c2ccccc2)CC1. The result is 0 (non-inhibitor).